From a dataset of Human liver microsome stability data. Regression/Classification. Given a drug SMILES string, predict its absorption, distribution, metabolism, or excretion properties. Task type varies by dataset: regression for continuous measurements (e.g., permeability, clearance, half-life) or binary classification for categorical outcomes (e.g., BBB penetration, CYP inhibition). Dataset: hlm. (1) The compound is COCCOc1cc(NC(=O)C2(NC(=O)c3ccc4c(C5CCCC5)c(-c5ncc(Cl)cn5)n(C)c4c3)CCC2)ccc1C=CC(=O)O. The result is 0 (unstable in human liver microsomes). (2) The compound is COc1ccc(S(=O)(=O)Nc2nc(-c3cccc([N+](=O)[O-])c3)c(CN3CCCCC3)s2)cc1OC. The result is 0 (unstable in human liver microsomes). (3) The molecule is C[C@]1(C(=O)N2CC[C@@]3(S(=O)(=O)c4ccc(F)cc4)c4ccc(C(F)(C(F)(F)F)C(F)(F)F)cc4CC[C@@H]23)CC[C@H](C(=O)O)CC1. The result is 0 (unstable in human liver microsomes). (4) The compound is C[C@@H]1CCN(C(=O)CC(F)(F)F)C[C@@H]1N(C)c1ncnc2[nH]ccc12. The result is 0 (unstable in human liver microsomes). (5) The molecule is N#Cc1ccnc(Oc2nn(C3CC3)c3ncnc(N)c23)c1. The result is 0 (unstable in human liver microsomes). (6) The compound is Cc1cc(/C=C/C#N)cc(C)c1Oc1cc(Nc2ccc(C#N)cc2)c(N)cc1C(F)(F)F. The result is 0 (unstable in human liver microsomes).